Dataset: Peptide-MHC class I binding affinity with 185,985 pairs from IEDB/IMGT. Task: Regression. Given a peptide amino acid sequence and an MHC pseudo amino acid sequence, predict their binding affinity value. This is MHC class I binding data. (1) The peptide sequence is KLLSTSNVI. The MHC is HLA-A02:01 with pseudo-sequence HLA-A02:01. The binding affinity (normalized) is 0.494. (2) The peptide sequence is ITTESIVIW. The MHC is HLA-B45:01 with pseudo-sequence HLA-B45:01. The binding affinity (normalized) is 0.138. (3) The peptide sequence is AQRAAGPSV. The MHC is HLA-A24:03 with pseudo-sequence HLA-A24:03. The binding affinity (normalized) is 0.213.